This data is from Reaction yield outcomes from USPTO patents with 853,638 reactions. The task is: Predict the reaction yield, written as a fraction of the theoretical maximum amount of product (1.0 means a 100% yield; for example, 0.34 means a 34% yield). (1) The reactants are [CH:1]1[C:6]([OH:7])=[CH:5][CH:4]=[C:3]([CH3:8])[CH:2]=1.[N+:9]([C:12]1[CH:17]=[CH:16][CH:15]=[C:14]([N+]([O-])=O)[CH:13]=1)([O-:11])=[O:10].C(=O)([O-])[O-].[Cs+].[Cs+]. The catalyst is CS(C)=O. The product is [CH3:8][C:3]1[CH:4]=[CH:5][C:6]([O:7][C:14]2[CH:13]=[C:12]([N+:9]([O-:11])=[O:10])[CH:17]=[CH:16][CH:15]=2)=[CH:1][CH:2]=1. The yield is 0.660. (2) The reactants are Br[CH2:2][C:3]([NH:5][C:6]([CH2:25][CH2:26][C:27]([O:29][C:30]([CH3:33])([CH3:32])[CH3:31])=[O:28])([CH2:16][CH2:17][C:18]([O:20][C:21]([CH3:24])([CH3:23])[CH3:22])=[O:19])[CH2:7][CH2:8][C:9]([O:11][C:12]([CH3:15])([CH3:14])[CH3:13])=[O:10])=[O:4].[NH:34]1[CH:38]=[CH:37][N:36]=[C:35]1[CH:39]=[O:40].CCN(C(C)C)C(C)C. The catalyst is CN(C=O)C. The product is [C:12]([O:11][C:9](=[O:10])[CH2:8][CH2:7][C:6]([NH:5][C:3](=[O:4])[CH2:2][N:34]1[CH:38]=[CH:37][N:36]=[C:35]1[CH:39]=[O:40])([CH2:25][CH2:26][C:27]([O:29][C:30]([CH3:33])([CH3:32])[CH3:31])=[O:28])[CH2:16][CH2:17][C:18]([O:20][C:21]([CH3:24])([CH3:23])[CH3:22])=[O:19])([CH3:15])([CH3:14])[CH3:13]. The yield is 0.630. (3) The reactants are [C:1]([O:7][CH2:8][C@H:9]([C:15]1[C:24]([CH3:25])=[CH:23][C:18]2[N:19]=[C:20]([OH:22])[S:21][C:17]=2[C:16]=1[Br:26])[O:10][C:11]([CH3:14])([CH3:13])[CH3:12])(=[O:6])[C:2]([CH3:5])([CH3:4])[CH3:3].[CH3:27]C([O-])(C)C.[K+].CI. The catalyst is C1COCC1. The product is [C:1]([O:7][CH2:8][C@H:9]([C:15]1[C:24]([CH3:25])=[CH:23][C:18]2[N:19]([CH3:27])[C:20](=[O:22])[S:21][C:17]=2[C:16]=1[Br:26])[O:10][C:11]([CH3:14])([CH3:13])[CH3:12])(=[O:6])[C:2]([CH3:3])([CH3:4])[CH3:5]. The yield is 0.730. (4) The reactants are C(O)(=O)C(O)=O.[Cl:7][C:8]1[C:9]([CH2:19][OH:20])=[N:10][CH:11]=[C:12]([CH:14]2OCC[O:15]2)[CH:13]=1.CC(C)=O.[OH-].[Na+]. The catalyst is O. The product is [Cl:7][C:8]1[CH:13]=[C:12]([CH:14]=[O:15])[CH:11]=[N:10][C:9]=1[CH2:19][OH:20]. The yield is 0.100.